Dataset: Reaction yield outcomes from USPTO patents with 853,638 reactions. Task: Predict the reaction yield, written as a fraction of the theoretical maximum amount of product (1.0 means a 100% yield; for example, 0.34 means a 34% yield). The reactants are [OH:1][CH2:2][CH2:3][CH2:4][O:5][C:6]1[CH:11]=[CH:10][C:9]([C:12]([F:15])([F:14])[F:13])=[CH:8][N:7]=1.[Cl:16][C:17]1[CH:22]=[C:21]([O:23][CH2:24][CH:25]=[C:26]([Cl:28])[Cl:27])[CH:20]=[C:19]([CH3:29])[C:18]=1O.C1(P(C2C=CC=CC=2)C2C=CC=CC=2)C=CC=CC=1.N(C(OC(C)C)=O)=NC(OC(C)C)=O. The catalyst is ClCCl. The product is [Cl:16][C:17]1[CH:22]=[C:21]([O:23][CH2:24][CH:25]=[C:26]([Cl:27])[Cl:28])[CH:20]=[C:19]([CH3:29])[C:18]=1[O:1][CH2:2][CH2:3][CH2:4][O:5][C:6]1[CH:11]=[CH:10][C:9]([C:12]([F:15])([F:13])[F:14])=[CH:8][N:7]=1. The yield is 0.920.